The task is: Predict which catalyst facilitates the given reaction.. This data is from Catalyst prediction with 721,799 reactions and 888 catalyst types from USPTO. (1) Reactant: Cl.[CH3:2][N:3]([CH3:20])[C:4]1([C:14]2[CH:19]=[CH:18][CH:17]=[CH:16][CH:15]=2)[CH2:13][CH2:12][C:7]2(OCC[O:8]2)[CH2:6][CH2:5]1. Product: [CH3:2][N:3]([CH3:20])[C:4]1([C:14]2[CH:15]=[CH:16][CH:17]=[CH:18][CH:19]=2)[CH2:13][CH2:12][C:7](=[O:8])[CH2:6][CH2:5]1. The catalyst class is: 6. (2) Reactant: [Cl:1][C:2]1[CH:7]=[CH:6][C:5]([O:8][C:9]2[CH:14]=[CH:13][C:12]([CH2:15][CH2:16][O:17][C:18]3[NH:19][CH:20]=[C:21]([CH2:25][C:26]([OH:28])=O)[C:22](=[O:24])[N:23]=3)=[CH:11][CH:10]=2)=[CH:4][C:3]=1[C:29]([F:32])([F:31])[F:30].C(Cl)CCl.C1C=CC2N(O)N=NC=2C=1.[C:47]([NH:50][NH2:51])(=[O:49])[CH3:48]. Product: [C:47]([NH:50][NH:51][C:26](=[O:28])[CH2:25][C:21]1[C:22](=[O:24])[N:23]=[C:18]([O:17][CH2:16][CH2:15][C:12]2[CH:13]=[CH:14][C:9]([O:8][C:5]3[CH:6]=[CH:7][C:2]([Cl:1])=[C:3]([C:29]([F:30])([F:32])[F:31])[CH:4]=3)=[CH:10][CH:11]=2)[NH:19][CH:20]=1)(=[O:49])[CH3:48]. The catalyst class is: 1. (3) Reactant: [NH:1]([C:10]([O:12][CH2:13][CH:14]1[C:26]2[C:21](=[CH:22][CH:23]=[CH:24][CH:25]=2)[C:20]2[C:15]1=[CH:16][CH:17]=[CH:18][CH:19]=2)=[O:11])[C@H:2]([C:7]([OH:9])=[O:8])[CH2:3][CH2:4][CH2:5][NH2:6].Cl.[CH3:28][C:29]([CH3:31])=O.C(O[BH-](OC(=O)C)OC(=O)C)(=O)C.[Na+].C([O-])([O-])=O.[Na+].[Na+].[CH3:52][C:53]([O:56][C:57](O[C:57]([O:56][C:53]([CH3:55])([CH3:54])[CH3:52])=[O:58])=[O:58])([CH3:55])[CH3:54]. Product: [NH:1]([C:10]([O:12][CH2:13][CH:14]1[C:15]2[C:20](=[CH:19][CH:18]=[CH:17][CH:16]=2)[C:21]2[C:26]1=[CH:25][CH:24]=[CH:23][CH:22]=2)=[O:11])[C@H:2]([C:7]([OH:9])=[O:8])[CH2:3][CH2:4][CH2:5][N:6]([C:57]([O:56][C:53]([CH3:55])([CH3:54])[CH3:52])=[O:58])[CH:29]([CH3:31])[CH3:28]. The catalyst class is: 134. (4) Reactant: [C:1]([C:5]1[N:6]=[C:7]([N:43]2[CH2:47][CH2:46][C:45]([F:49])([F:48])[CH2:44]2)[C:8]2[N:13]=[N:12][N:11]([CH2:14][C:15]3[C:16]([C:39]([F:42])([F:41])[F:40])=[N:17][N:18](C(C4C=CC=CC=4)(C4C=CC=CC=4)C4C=CC=CC=4)[CH:19]=3)[C:9]=2[N:10]=1)([CH3:4])([CH3:3])[CH3:2].C([SiH](CC)CC)C. Product: [C:1]([C:5]1[N:6]=[C:7]([N:43]2[CH2:47][CH2:46][C:45]([F:48])([F:49])[CH2:44]2)[C:8]2[N:13]=[N:12][N:11]([CH2:14][C:15]3[C:16]([C:39]([F:40])([F:41])[F:42])=[N:17][NH:18][CH:19]=3)[C:9]=2[N:10]=1)([CH3:4])([CH3:2])[CH3:3]. The catalyst class is: 67. (5) Reactant: [C:1]([O:5][C:6]([NH:8][CH2:9][C@H:10]1[CH2:15][CH2:14][C@H:13]([CH2:16][OH:17])[CH2:12][CH2:11]1)=[O:7])([CH3:4])([CH3:3])[CH3:2].[Cr](Cl)([O-])(=O)=O.[NH+]1C=CC=CC=1. Product: [C:1]([O:5][C:6]([NH:8][CH2:9][C@H:10]1[CH2:11][CH2:12][C@H:13]([CH:16]=[O:17])[CH2:14][CH2:15]1)=[O:7])([CH3:3])([CH3:4])[CH3:2]. The catalyst class is: 4. (6) Reactant: [CH3:1][C:2]1[C:6]([C:7]2[CH:19]=[C:18]3[C:10]([C:11]4[CH:12]=[C:13]([C:20]([OH:22])=O)[CH:14]=[CH:15][C:16]=4[NH:17]3)=[C:9]([C:23](=[O:26])[NH:24][CH3:25])[CH:8]=2)=[C:5]([CH3:27])[O:4][N:3]=1.CN(C(ON1N=NC2C=CC(=CC1=2)Cl)=[N+](C)C)C.F[P-](F)(F)(F)(F)F.[F:53][CH:54]1[CH2:57][NH:56][CH2:55]1.O. Product: [CH3:1][C:2]1[C:6]([C:7]2[CH:8]=[C:9]([C:23]([NH:24][CH3:25])=[O:26])[C:10]3[C:11]4[C:16](=[CH:15][CH:14]=[C:13]([C:20]([N:56]5[CH2:57][CH:54]([F:53])[CH2:55]5)=[O:22])[CH:12]=4)[NH:17][C:18]=3[CH:19]=2)=[C:5]([CH3:27])[O:4][N:3]=1. The catalyst class is: 239. (7) Reactant: [CH2:1]([O:8][C:9]1[CH:14]=[CH:13][C:12]([CH2:15][CH:16]([NH2:18])[CH3:17])=[CH:11][C:10]=1[O:19][CH3:20])[C:2]1[CH:7]=[CH:6][CH:5]=[CH:4][CH:3]=1.C(N(CC)CC)C.O1CCCC1.[CH3:33][C:34]1[CH:39]=[CH:38][C:37]([CH2:40][C:41](Cl)=[O:42])=[CH:36][CH:35]=1. Product: [CH2:1]([O:8][C:9]1[CH:14]=[CH:13][C:12]([CH2:15][CH:16]([NH:18][C:41](=[O:42])[CH2:40][C:37]2[CH:38]=[CH:39][C:34]([CH3:33])=[CH:35][CH:36]=2)[CH3:17])=[CH:11][C:10]=1[O:19][CH3:20])[C:2]1[CH:7]=[CH:6][CH:5]=[CH:4][CH:3]=1. The catalyst class is: 6. (8) Reactant: C([O:3][C:4]([C:6]1[C:14]2[CH2:13][CH2:12][N:11]([C:15]3[CH:20]=[CH:19][C:18]([C:21]4([N:24]([C:26]([O:28][C:29]([CH3:32])([CH3:31])[CH3:30])=[O:27])[CH3:25])[CH2:23][CH2:22]4)=[CH:17][CH:16]=3)[C:10](=[O:33])[C:9]=2[N:8]([C:34]2[CH:39]=[CH:38][C:37]([O:40][CH3:41])=[CH:36][CH:35]=2)[N:7]=1)=O)C.[OH-].[Na+]. Product: [C:29]([O:28][C:26](=[O:27])[N:24]([C:21]1([C:18]2[CH:17]=[CH:16][C:15]([N:11]3[CH2:12][CH2:13][C:14]4[C:6]([CH:4]=[O:3])=[N:7][N:8]([C:34]5[CH:35]=[CH:36][C:37]([O:40][CH3:41])=[CH:38][CH:39]=5)[C:9]=4[C:10]3=[O:33])=[CH:20][CH:19]=2)[CH2:22][CH2:23]1)[CH3:25])([CH3:32])([CH3:30])[CH3:31]. The catalyst class is: 14. (9) Reactant: Cl[C:2]1[C:9]([N+:10]([O-:12])=[O:11])=[CH:8][CH:7]=[C:6]([Cl:13])[C:3]=1[C:4]#[N:5].[CH3:14][NH2:15]. Product: [Cl:13][C:6]1[C:3]([C:4]#[N:5])=[C:2]([NH:15][CH3:14])[C:9]([N+:10]([O-:12])=[O:11])=[CH:8][CH:7]=1. The catalyst class is: 13. (10) Reactant: [NH2:1][CH2:2][CH:3]1[CH2:8][CH2:7][N:6]([C:9]2[N:14]=[C:13]([NH:15][CH2:16][C:17]3[CH:22]=[CH:21][C:20]([Cl:23])=[CH:19][C:18]=3[Cl:24])[C:12]([C:25]([NH2:27])=[O:26])=[CH:11][N:10]=2)[CH2:5][CH2:4]1.CS[C:30]1[NH:31][CH2:32][CH2:33][N:34]=1.C(N(CC)CC)C. Product: [Cl:24][C:18]1[CH:19]=[C:20]([Cl:23])[CH:21]=[CH:22][C:17]=1[CH2:16][NH:15][C:13]1[C:12]([C:25]([NH2:27])=[O:26])=[CH:11][N:10]=[C:9]([N:6]2[CH2:7][CH2:8][CH:3]([CH2:2][NH:1][C:30]3[NH:34][CH2:33][CH2:32][N:31]=3)[CH2:4][CH2:5]2)[N:14]=1. The catalyst class is: 8.